Dataset: Reaction yield outcomes from USPTO patents with 853,638 reactions. Task: Predict the reaction yield, written as a fraction of the theoretical maximum amount of product (1.0 means a 100% yield; for example, 0.34 means a 34% yield). The reactants are [CH3:1][C:2]1[S:6][C:5]([C:7]([OH:9])=O)=[CH:4][CH:3]=1.[CH3:10][C:11]1[C:12]([NH2:26])=[N:13][C:14]2([C:24]3[C:19](=[CH:20][CH:21]=[C:22]([NH2:25])[CH:23]=3)[O:18][CH2:17][CH2:16]2)[N:15]=1. No catalyst specified. The product is [NH2:26][C:12]1[C:11]([CH3:10])=[N:15][C:14]2([C:24]3[C:19](=[CH:20][CH:21]=[C:22]([NH:25][C:7]([C:5]4[S:6][C:2]([CH3:1])=[CH:3][CH:4]=4)=[O:9])[CH:23]=3)[O:18][CH2:17][CH2:16]2)[N:13]=1. The yield is 0.570.